The task is: Regression. Given two drug SMILES strings and cell line genomic features, predict the synergy score measuring deviation from expected non-interaction effect.. This data is from NCI-60 drug combinations with 297,098 pairs across 59 cell lines. (1) Drug 1: C1CC(=O)NC(=O)C1N2CC3=C(C2=O)C=CC=C3N. Drug 2: CC1C(C(CC(O1)OC2CC(CC3=C2C(=C4C(=C3O)C(=O)C5=C(C4=O)C(=CC=C5)OC)O)(C(=O)C)O)N)O.Cl. Cell line: RPMI-8226. Synergy scores: CSS=20.6, Synergy_ZIP=-9.18, Synergy_Bliss=-7.71, Synergy_Loewe=-3.82, Synergy_HSA=-3.81. (2) Drug 1: C1CC(=O)NC(=O)C1N2CC3=C(C2=O)C=CC=C3N. Drug 2: CCN(CC)CCCC(C)NC1=C2C=C(C=CC2=NC3=C1C=CC(=C3)Cl)OC. Cell line: HL-60(TB). Synergy scores: CSS=55.3, Synergy_ZIP=17.7, Synergy_Bliss=14.8, Synergy_Loewe=15.5, Synergy_HSA=19.8. (3) Drug 1: CN(C)C1=NC(=NC(=N1)N(C)C)N(C)C. Drug 2: C1CCC(C(C1)N)N.C(=O)(C(=O)[O-])[O-].[Pt+4]. Cell line: NCI-H226. Synergy scores: CSS=1.57, Synergy_ZIP=-2.14, Synergy_Bliss=-2.76, Synergy_Loewe=-14.9, Synergy_HSA=-5.12. (4) Drug 1: CS(=O)(=O)OCCCCOS(=O)(=O)C. Drug 2: C1=NNC2=C1C(=O)NC=N2. Cell line: BT-549. Synergy scores: CSS=9.42, Synergy_ZIP=-1.63, Synergy_Bliss=0.836, Synergy_Loewe=-0.591, Synergy_HSA=0.339. (5) Drug 1: C1C(C(OC1N2C=NC(=NC2=O)N)CO)O. Drug 2: CC1CCCC2(C(O2)CC(NC(=O)CC(C(C(=O)C(C1O)C)(C)C)O)C(=CC3=CSC(=N3)C)C)C. Cell line: HT29. Synergy scores: CSS=58.4, Synergy_ZIP=0.765, Synergy_Bliss=-1.26, Synergy_Loewe=0.630, Synergy_HSA=1.73. (6) Drug 1: C1=CC(=CC=C1C#N)C(C2=CC=C(C=C2)C#N)N3C=NC=N3. Drug 2: C1=CC=C(C(=C1)C(C2=CC=C(C=C2)Cl)C(Cl)Cl)Cl. Cell line: M14. Synergy scores: CSS=2.90, Synergy_ZIP=0.251, Synergy_Bliss=0.988, Synergy_Loewe=3.09, Synergy_HSA=-1.11.